The task is: Regression. Given two drug SMILES strings and cell line genomic features, predict the synergy score measuring deviation from expected non-interaction effect.. This data is from NCI-60 drug combinations with 297,098 pairs across 59 cell lines. (1) Drug 1: CC(C1=C(C=CC(=C1Cl)F)Cl)OC2=C(N=CC(=C2)C3=CN(N=C3)C4CCNCC4)N. Synergy scores: CSS=27.5, Synergy_ZIP=-1.41, Synergy_Bliss=5.27, Synergy_Loewe=-4.20, Synergy_HSA=5.28. Cell line: SK-MEL-2. Drug 2: C1=CN(C(=O)N=C1N)C2C(C(C(O2)CO)O)O.Cl. (2) Drug 1: COC1=C(C=C2C(=C1)N=CN=C2NC3=CC(=C(C=C3)F)Cl)OCCCN4CCOCC4. Drug 2: CC(C)CN1C=NC2=C1C3=CC=CC=C3N=C2N. Cell line: EKVX. Synergy scores: CSS=28.3, Synergy_ZIP=-2.00, Synergy_Bliss=1.55, Synergy_Loewe=-0.651, Synergy_HSA=0.940. (3) Drug 1: C1=C(C(=O)NC(=O)N1)N(CCCl)CCCl. Cell line: MDA-MB-231. Synergy scores: CSS=19.2, Synergy_ZIP=-17.2, Synergy_Bliss=-16.0, Synergy_Loewe=-9.94, Synergy_HSA=-8.88. Drug 2: C1=NC2=C(N=C(N=C2N1C3C(C(C(O3)CO)O)F)Cl)N. (4) Drug 1: COC1=CC(=CC(=C1O)OC)C2C3C(COC3=O)C(C4=CC5=C(C=C24)OCO5)OC6C(C(C7C(O6)COC(O7)C8=CC=CS8)O)O. Drug 2: CC1=C2C(C(=O)C3(C(CC4C(C3C(C(C2(C)C)(CC1OC(=O)C(C(C5=CC=CC=C5)NC(=O)OC(C)(C)C)O)O)OC(=O)C6=CC=CC=C6)(CO4)OC(=O)C)O)C)O. Cell line: SNB-75. Synergy scores: CSS=18.3, Synergy_ZIP=-7.67, Synergy_Bliss=0.948, Synergy_Loewe=-2.39, Synergy_HSA=2.06.